From a dataset of Catalyst prediction with 721,799 reactions and 888 catalyst types from USPTO. Predict which catalyst facilitates the given reaction. (1) Reactant: [CH3:1][O:2][CH2:3][CH2:4][NH2:5].[C:6]([N:14]=[C:15]=[S:16])(=[O:13])[C:7]1[CH:12]=[CH:11][CH:10]=[CH:9][CH:8]=1. Product: [CH3:1][O:2][CH2:3][CH2:4][NH:5][C:15]([NH:14][C:6](=[O:13])[C:7]1[CH:8]=[CH:9][CH:10]=[CH:11][CH:12]=1)=[S:16]. The catalyst class is: 2. (2) Reactant: Br[C:2]1[N:3]=[C:4]([C:9]2[NH:13][C:12]3[CH:14]=[C:15]([CH3:18])[CH:16]=[CH:17][C:11]=3[N:10]=2)[C:5]([NH2:8])=[N:6][CH:7]=1.[N:19]1([C:26](=[O:28])[CH3:27])[CH2:25][CH2:24][CH2:23][NH:22][CH2:21][CH2:20]1. Product: [NH2:8][C:5]1[N:6]=[CH:7][C:2]([N:22]2[CH2:23][CH2:24][CH2:25][N:19]([C:26](=[O:28])[CH3:27])[CH2:20][CH2:21]2)=[N:3][C:4]=1[C:9]1[NH:13][C:12]2[CH:14]=[C:15]([CH3:18])[CH:16]=[CH:17][C:11]=2[N:10]=1. The catalyst class is: 37.